From a dataset of Reaction yield outcomes from USPTO patents with 853,638 reactions. Predict the reaction yield, written as a fraction of the theoretical maximum amount of product (1.0 means a 100% yield; for example, 0.34 means a 34% yield). (1) The reactants are [NH:1]1[C:5]2=[N:6][CH:7]=[CH:8][CH:9]=[C:4]2[CH:3]=[CH:2]1.[Br:10][C:11]1[N:16]=[CH:15][C:14]([CH:17]=[O:18])=[CH:13][CH:12]=1.[OH-].[K+]. The catalyst is CO. The product is [Br:10][C:11]1[N:16]=[CH:15][C:14]([CH:17]([C:3]2[C:4]3[C:5](=[N:6][CH:7]=[CH:8][CH:9]=3)[NH:1][CH:2]=2)[OH:18])=[CH:13][CH:12]=1. The yield is 0.450. (2) The reactants are [CH3:1][O:2][C:3]1[C:4]([C:13]([O:15]C)=[O:14])=[CH:5][C:6]2[C:11]([CH:12]=1)=[CH:10][CH:9]=[CH:8][CH:7]=2.O.[OH-].[Na+].C(O)(=O)CC(CC(O)=O)(C(O)=O)O. The catalyst is CO. The product is [CH3:1][O:2][C:3]1[C:4]([C:13]([OH:15])=[O:14])=[CH:5][C:6]2[C:11]([CH:12]=1)=[CH:10][CH:9]=[CH:8][CH:7]=2. The yield is 0.920. (3) The reactants are [CH3:1][O:2][C:3](=[O:26])/[CH:4]=[CH:5]/[C:6]1[CH:11]=[CH:10][C:9]([C@@H:12]2[CH2:16][CH2:15][CH2:14][N:13]2[CH2:17][CH2:18][C:19]2[C:20]([CH3:25])=[N:21][NH:22][C:23]=2[CH3:24])=[CH:8][CH:7]=1.[H-].[K+].Br[CH2:30][CH:31]1[CH2:36][CH2:35][O:34][CH2:33][CH2:32]1. The catalyst is O1CCCC1.CS(C)=O. The product is [CH3:1][O:2][C:3](=[O:26])/[CH:4]=[CH:5]/[C:6]1[CH:7]=[CH:8][C:9]([C@@H:12]2[CH2:16][CH2:15][CH2:14][N:13]2[CH2:17][CH2:18][C:19]2[C:20]([CH3:25])=[N:21][N:22]([CH2:30][CH:31]3[CH2:36][CH2:35][O:34][CH2:33][CH2:32]3)[C:23]=2[CH3:24])=[CH:10][CH:11]=1. The yield is 0.140. (4) The reactants are CCN(C(C)C)C(C)C.Cl[C:11]1[CH:12]=[CH:13][C:14]2[N:15]([C:17]([C:20]([F:23])([F:22])[F:21])=[N:18][N:19]=2)[N:16]=1.[OH:24][C:25]1[CH:30]=[CH:29][C:28]([N:31]2[CH2:36][CH2:35][NH:34][CH2:33][CH2:32]2)=[CH:27][CH:26]=1. The catalyst is CN(C=O)C. The product is [F:21][C:20]([F:23])([F:22])[C:17]1[N:15]2[N:16]=[C:11]([N:34]3[CH2:33][CH2:32][N:31]([C:28]4[CH:27]=[CH:26][C:25]([OH:24])=[CH:30][CH:29]=4)[CH2:36][CH2:35]3)[CH:12]=[CH:13][C:14]2=[N:19][N:18]=1. The yield is 0.840. (5) The reactants are [N+:1]([C:4]1[CH:9]=[CH:8][CH:7]=[CH:6][C:5]=1[NH:10][C:11]([O:13][CH:14]([CH:21]1[CH2:26][CH2:25][NH:24][CH2:23][CH2:22]1)[C:15]1[CH:20]=[CH:19][N:18]=[CH:17][CH:16]=1)=[O:12])([O-])=O. The catalyst is C(O)C.[Pd]. The product is [N:18]1[CH:19]=[CH:20][C:15]([CH:14]([CH:21]2[CH2:26][CH2:25][NH:24][CH2:23][CH2:22]2)[O:13][C:11]([NH:10][C:5]2[C:4]([NH2:1])=[CH:9][CH:8]=[CH:7][CH:6]=2)=[O:12])=[CH:16][CH:17]=1. The yield is 0.960.